This data is from Catalyst prediction with 721,799 reactions and 888 catalyst types from USPTO. The task is: Predict which catalyst facilitates the given reaction. Reactant: [C:1]([OH:8])(=[O:7])[CH2:2][CH2:3][C:4]([OH:6])=[O:5].[CH3:9][O:10][C:11]1[CH:12]=[C:13]2[CH2:22][CH:21]([CH2:23][CH:24]3[CH2:29][CH2:28][N:27]([CH2:30][C:31]4[CH:32]=[CH:33][CH:34]=[CH:35][CH:36]=4)[CH2:26][CH2:25]3)[C:19](=[O:20])[C:14]2=[CH:15][C:16]=1[O:17][CH3:18]. Product: [CH3:9][O:10][C:11]1[CH:12]=[C:13]2[CH2:22][CH:21]([CH2:23][CH:24]3[CH2:25][CH2:26][N:27]([CH2:30][C:31]4[CH:36]=[CH:35][CH:34]=[CH:33][CH:32]=4)[CH2:28][CH2:29]3)[C:19](=[O:20])[C:14]2=[CH:15][C:16]=1[O:17][CH3:18].[C:1]([O-:8])(=[O:7])[CH2:2][CH2:3][C:4]([O-:6])=[O:5]. The catalyst class is: 13.